Dataset: M1 muscarinic receptor antagonist screen with 61,756 compounds. Task: Binary Classification. Given a drug SMILES string, predict its activity (active/inactive) in a high-throughput screening assay against a specified biological target. The compound is O(C(=O)c1cc(NC(=O)Nc2cc(OC)c(OC)cc2)c(nc1C)C)CC. The result is 0 (inactive).